Dataset: Full USPTO retrosynthesis dataset with 1.9M reactions from patents (1976-2016). Task: Predict the reactants needed to synthesize the given product. The reactants are: [C:1]([O:5][C:6]([N:8]1[CH2:13][CH2:12][C:11]([OH:15])([CH3:14])[CH2:10][CH2:9]1)=[O:7])([CH3:4])([CH3:3])[CH3:2].[H-].[Na+].[CH3:18]I. Given the product [C:1]([O:5][C:6]([N:8]1[CH2:13][CH2:12][C:11]([O:15][CH3:18])([CH3:14])[CH2:10][CH2:9]1)=[O:7])([CH3:4])([CH3:2])[CH3:3], predict the reactants needed to synthesize it.